From a dataset of Catalyst prediction with 721,799 reactions and 888 catalyst types from USPTO. Predict which catalyst facilitates the given reaction. Reactant: O[CH2:2][C:3]1[CH:8]=[CH:7][C:6]([C:9]2[CH:10]=[CH:11][C:12]([O:15][CH2:16][CH3:17])=[N:13][CH:14]=2)=[CH:5][CH:4]=1.[BrH:18].C(OC(C)C)(C)C. Product: [BrH:18].[Br:18][CH2:2][C:3]1[CH:8]=[CH:7][C:6]([C:9]2[CH:10]=[CH:11][C:12]([O:15][CH2:16][CH3:17])=[N:13][CH:14]=2)=[CH:5][CH:4]=1. The catalyst class is: 15.